This data is from Forward reaction prediction with 1.9M reactions from USPTO patents (1976-2016). The task is: Predict the product of the given reaction. (1) Given the reactants Cl.Cl.[CH2:3]1[NH:8][CH2:7][CH2:6][N:5]2[CH2:9][C@H:10]([CH2:13][N:14]3[C:22]4[C:17](=[CH:18][CH:19]=[CH:20][CH:21]=4)[CH2:16][C:15]3=[O:23])[CH2:11][CH2:12][C@@H:4]12.Cl[C:25]1[N:30]=[CH:29][CH:28]=[CH:27][N:26]=1.C(=O)([O-])[O-].[Na+].[Na+], predict the reaction product. The product is: [N:26]1[CH:27]=[CH:28][CH:29]=[N:30][C:25]=1[N:8]1[CH2:7][CH2:6][N:5]2[CH2:9][C@H:10]([CH2:13][N:14]3[C:22]4[C:17](=[CH:18][CH:19]=[CH:20][CH:21]=4)[CH2:16][C:15]3=[O:23])[CH2:11][CH2:12][C@H:4]2[CH2:3]1. (2) Given the reactants [N+](=[CH:3][C:4](=[O:14])[CH2:5][C:6]1[CH:11]=[CH:10][C:9]([O:12][CH3:13])=[CH:8][CH:7]=1)=[N-].Cl[O:16][C:17]([CH3:20])(C)C.[CH2:21]([OH:23])[CH3:22], predict the reaction product. The product is: [CH2:21]([O:23][CH:3]([O:16][CH2:17][CH3:20])[C:4](=[O:14])[CH2:5][C:6]1[CH:11]=[CH:10][C:9]([O:12][CH3:13])=[CH:8][CH:7]=1)[CH3:22]. (3) Given the reactants [CH3:1][O:2][C:3]1[CH:11]=[CH:10][C:6]([C:7]([NH2:9])=[S:8])=[CH:5][CH:4]=1.C(N(CC)CC)C.Br[CH2:20][C:21](=O)[C:22]([O:24][CH2:25][CH3:26])=[O:23], predict the reaction product. The product is: [CH2:25]([O:24][C:22]([C:21]1[N:9]=[C:7]([C:6]2[CH:10]=[CH:11][C:3]([O:2][CH3:1])=[CH:4][CH:5]=2)[S:8][CH:20]=1)=[O:23])[CH3:26]. (4) Given the reactants [C:1]([O:5][C:6](=[O:19])[CH2:7][C:8]1[CH:13]=[CH:12][C:11](Cl)=[C:10]([O:15][CH:16]([CH3:18])[CH3:17])[CH:9]=1)([CH3:4])([CH3:3])[CH3:2].[CH2:20]([O:27][C:28]([N:30]1[CH2:39][CH2:38][C:37]2[C:32](=[C:33](B3OC(C)(C)C(C)(C)O3)[CH:34]=[CH:35][C:36]=2[F:40])[CH2:31]1)=[O:29])[C:21]1[CH:26]=[CH:25][CH:24]=[CH:23][CH:22]=1.C(=O)([O-])[O-].[K+].[K+], predict the reaction product. The product is: [CH2:20]([O:27][C:28]([N:30]1[CH2:39][CH2:38][C:37]2[C:32](=[C:33]([C:11]3[CH:12]=[CH:13][C:8]([CH2:7][C:6]([O:5][C:1]([CH3:4])([CH3:3])[CH3:2])=[O:19])=[CH:9][C:10]=3[O:15][CH:16]([CH3:18])[CH3:17])[CH:34]=[CH:35][C:36]=2[F:40])[CH2:31]1)=[O:29])[C:21]1[CH:22]=[CH:23][CH:24]=[CH:25][CH:26]=1. (5) Given the reactants [NH:1]1[CH:5]=[C:4]([C:6]2[CH:22]=[CH:21][C:9]3[C:10]4[N:11]=[C:12]([C:18](O)=[O:19])[S:13][C:14]=4[CH2:15][CH2:16][O:17][C:8]=3[CH:7]=2)[CH:3]=[N:2]1.[N:23]1([C:29]([CH:31]2[CH2:35][CH2:34][CH2:33][O:32]2)=[O:30])[CH2:28][CH2:27][NH:26][CH2:25][CH2:24]1, predict the reaction product. The product is: [NH:1]1[CH:5]=[C:4]([C:6]2[CH:22]=[CH:21][C:9]3[C:10]4[N:11]=[C:12]([C:18]([N:26]5[CH2:27][CH2:28][N:23]([C:29]([C@H:31]6[CH2:35][CH2:34][CH2:33][O:32]6)=[O:30])[CH2:24][CH2:25]5)=[O:19])[S:13][C:14]=4[CH2:15][CH2:16][O:17][C:8]=3[CH:7]=2)[CH:3]=[N:2]1. (6) Given the reactants [CH3:1][O:2][C:3]1[CH:8]=[CH:7][CH:6]=[C:5]([O:9][CH3:10])[C:4]=1[CH3:11].[Br:12]N1C(=O)CCC1=O, predict the reaction product. The product is: [Br:12][C:8]1[CH:7]=[CH:6][C:5]([O:9][CH3:10])=[C:4]([CH3:11])[C:3]=1[O:2][CH3:1].